Predict the product of the given reaction. From a dataset of Forward reaction prediction with 1.9M reactions from USPTO patents (1976-2016). (1) Given the reactants [CH:1]1([N:5]2[C:13]3[C:8](=[CH:9][CH:10]=[C:11]([O:14]C)[CH:12]=3)[C:7]([C:16]#[N:17])=[CH:6]2)[CH2:4][CH2:3][CH2:2]1.B(Br)(Br)Br.[OH-].[Na+], predict the reaction product. The product is: [CH:1]1([N:5]2[C:13]3[C:8](=[CH:9][CH:10]=[C:11]([OH:14])[CH:12]=3)[C:7]([C:16]#[N:17])=[CH:6]2)[CH2:2][CH2:3][CH2:4]1. (2) Given the reactants P(Br)(Br)[Br:2].[CH:5]1([C:8]2[O:12][N:11]=[C:10]([C:13]3[C:18]([Cl:19])=[CH:17][CH:16]=[CH:15][C:14]=3[Cl:20])[C:9]=2[CH2:21]O)[CH2:7][CH2:6]1, predict the reaction product. The product is: [Br:2][CH2:21][C:9]1[C:10]([C:13]2[C:18]([Cl:19])=[CH:17][CH:16]=[CH:15][C:14]=2[Cl:20])=[N:11][O:12][C:8]=1[CH:5]1[CH2:7][CH2:6]1. (3) Given the reactants [OH:1][CH:2]([C:8]1[CH:17]=[CH:16][CH:15]=[C:14]2[C:9]=1[CH:10]=[CH:11][CH:12]=[N:13]2)[C:3]([O:5][CH2:6][CH3:7])=[O:4].I[CH3:19].[H-].[Na+], predict the reaction product. The product is: [CH3:19][O:1][CH:2]([C:8]1[CH:17]=[CH:16][CH:15]=[C:14]2[C:9]=1[CH:10]=[CH:11][CH:12]=[N:13]2)[C:3]([O:5][CH2:6][CH3:7])=[O:4]. (4) Given the reactants Br[C:2]1[N:3]=[CH:4][S:5][C:6]=1[NH:7][C:8](=[O:10])[CH3:9].C([O-])([O-])=O.[Cs+].[Cs+].N#N.C[NH:20][C@@H:21]1CCC[CH2:23][C@H:22]1[NH:27][CH3:28].CC1N=CNC=1, predict the reaction product. The product is: [CH3:23][C:22]1[N:27]=[CH:28][N:20]([C:2]2[N:3]=[CH:4][S:5][C:6]=2[NH:7][C:8](=[O:10])[CH3:9])[CH:21]=1. (5) The product is: [CH2:1]([O:5][CH2:6][CH2:7][O:8][C:9]1[CH:10]=[CH:11][C:12]([C:15]2[CH:20]=[CH:19][C:18]([N:21]3[CH2:25][CH2:24][CH:23]([O:26][CH3:27])[CH2:22]3)=[C:17](/[CH:28]=[C:29](\[CH3:35])/[C:30]([OH:32])=[O:31])[CH:16]=2)=[CH:13][CH:14]=1)[CH2:2][CH2:3][CH3:4]. Given the reactants [CH2:1]([O:5][CH2:6][CH2:7][O:8][C:9]1[CH:14]=[CH:13][C:12]([C:15]2[CH:20]=[CH:19][C:18]([N:21]3[CH2:25][CH2:24][CH:23]([O:26][CH3:27])[CH2:22]3)=[C:17](/[CH:28]=[C:29](\[CH3:35])/[C:30]([O:32]CC)=[O:31])[CH:16]=2)=[CH:11][CH:10]=1)[CH2:2][CH2:3][CH3:4].[OH-].[Na+].Cl, predict the reaction product. (6) Given the reactants C(OC([N:11]1[CH2:16][CH2:15][CH:14]([CH2:17][C:18](=[O:50])[NH:19][CH:20]([B:37]2[O:45][CH:44]3[C:39]([CH3:49])([CH:40]4[CH2:46][CH:42]([CH2:43]3)[C:41]4([CH3:48])[CH3:47])[O:38]2)[CH2:21][C:22]2[CH:27]=[CH:26][CH:25]=[C:24]([C:28]([O:30][C:31]([CH3:34])([CH3:33])[CH3:32])=[O:29])[C:23]=2[O:35][CH3:36])[CH2:13][CH2:12]1)=O)C1C=CC=CC=1, predict the reaction product. The product is: [C:31]([O:30][C:28](=[O:29])[C:24]1[CH:25]=[CH:26][CH:27]=[C:22]([CH2:21][CH:20]([NH:19][C:18](=[O:50])[CH2:17][CH:14]2[CH2:13][CH2:12][NH:11][CH2:16][CH2:15]2)[B:37]2[O:45][CH:44]3[C:39]([CH3:49])([CH:40]4[CH2:46][CH:42]([CH2:43]3)[C:41]4([CH3:47])[CH3:48])[O:38]2)[C:23]=1[O:35][CH3:36])([CH3:32])([CH3:33])[CH3:34]. (7) Given the reactants P(N)([O-])[O-].[CH2:5]=[CH:6][CH2:7][CH2:8][CH2:9][CH3:10].[CH3:11][C@:12]12[CH2:29][CH2:28][C@H:27]3[C@@H:17]([CH2:18][CH2:19][C:20]4[C@:25]3([CH3:26])[CH:24]=[CH:23][C:22](=[O:30])[CH:21]=4)[C@@H:16]1[CH2:15][CH2:14][C:13]2=[O:31].C[Si](Cl)(C)C, predict the reaction product. The product is: [CH2:5]([C@@H:24]1[C@@:25]2([CH3:26])[C:20]([CH2:19][CH2:18][C@@H:17]3[C@@H:27]2[CH2:28][CH2:29][C@@:12]2([CH3:11])[C@H:16]3[CH2:15][CH2:14][C:13]2=[O:31])=[CH:21][C:22](=[O:30])[CH2:23]1)[CH2:6][CH2:7][CH2:8][CH2:9][CH3:10]. (8) Given the reactants [Cl:1][C:2]1[CH:10]=[C:9]([N:11]2[CH2:16][CH2:15][N:14]([C:17]3[CH:22]=[C:21]([F:23])[CH:20]=[CH:19][C:18]=3[CH3:24])[CH2:13][CH2:12]2)[C:8]([N+:25]([O-:27])=[O:26])=[CH:7][C:3]=1[C:4]([OH:6])=O.CN(C([O:35]N1N=NC2C=CC=NC1=2)=[N+](C)C)C.F[P-](F)(F)(F)(F)F.[CH:52]([N:55]([CH2:59][CH3:60])[CH:56]([CH3:58])C)([CH3:54])C.C1(C)C=CC=CC=1[N:67]1[CH2:72]CNCC1, predict the reaction product. The product is: [Cl:1][C:2]1[CH:10]=[C:9]([N:11]2[CH2:12][CH2:13][N:14]([C:17]3[CH:22]=[C:21]([F:23])[CH:20]=[CH:19][C:18]=3[CH3:24])[CH2:15][CH2:16]2)[C:8]([N+:25]([O-:27])=[O:26])=[CH:7][C:3]=1[C:4]([NH:67][CH2:72][CH2:60][CH2:59][N:55]1[CH2:52][CH2:54][CH2:58][C:56]1=[O:35])=[O:6]. (9) Given the reactants C[Si]1(C)[CH2:14][N:12]2[C:13]3[C:4](=[CH:5][CH:6]=[N:7][C:8]=3[CH:9]=[CH:10][C:11]2=[O:15])[O:3]1.CO.[F-].[Cs+], predict the reaction product. The product is: [OH:3][C:4]1[CH:5]=[CH:6][N:7]=[C:8]2[C:13]=1[N:12]([CH3:14])[C:11](=[O:15])[CH:10]=[CH:9]2.